From a dataset of Forward reaction prediction with 1.9M reactions from USPTO patents (1976-2016). Predict the product of the given reaction. Given the reactants Br[C:2]1[CH:3]=[C:4]([CH:36]=[CH:37][CH:38]=1)[CH2:5][N:6]1[C:10]2[CH:11]=[CH:12][CH:13]=[CH:14][C:9]=2[N:8]([CH2:15][CH2:16][CH2:17][O:18][C:19]2[CH:20]=[C:21]([CH:25]=[CH:26][CH:27]=2)[C:22]([OH:24])=[O:23])[C:7]1=[N:28][C:29]([O:31][C:32]([CH3:35])([CH3:34])[CH3:33])=[O:30].C1C=CC(P(C2C(C3C(P(C4C=CC=CC=4)C4C=CC=CC=4)=CC=C4C=3C=CC=C4)=C3C(C=CC=C3)=CC=2)C2C=CC=CC=2)=CC=1.[Cl:85][C:86]1[CH:91]=[CH:90][C:89]([C:92]2[CH2:97][CH2:96][C:95]([CH3:99])([CH3:98])[CH2:94][C:93]=2[CH2:100][N:101]2[CH2:106][CH2:105][NH:104][CH2:103][CH2:102]2)=[CH:88][CH:87]=1.C([O-])([O-])=O.[Cs+].[Cs+], predict the reaction product. The product is: [C:32]([O:31][C:29]([N:28]=[C:7]1[N:8]([CH2:15][CH2:16][CH2:17][O:18][C:19]2[CH:20]=[C:21]([CH:25]=[CH:26][CH:27]=2)[C:22]([OH:24])=[O:23])[C:9]2[CH:14]=[CH:13][CH:12]=[CH:11][C:10]=2[N:6]1[CH2:5][C:4]1[CH:36]=[CH:37][CH:38]=[C:2]([N:104]2[CH2:103][CH2:102][N:101]([CH2:100][C:93]3[CH2:94][C:95]([CH3:99])([CH3:98])[CH2:96][CH2:97][C:92]=3[C:89]3[CH:90]=[CH:91][C:86]([Cl:85])=[CH:87][CH:88]=3)[CH2:106][CH2:105]2)[CH:3]=1)=[O:30])([CH3:34])([CH3:35])[CH3:33].